Dataset: Full USPTO retrosynthesis dataset with 1.9M reactions from patents (1976-2016). Task: Predict the reactants needed to synthesize the given product. (1) Given the product [Cl:19][C:4]1[CH:5]=[C:6]([C:8]([OH:18])([C:43]2[S:42][CH:46]=[CH:45][CH:44]=2)[C:9]([F:11])([F:10])[F:12])[CH:7]=[C:2]([Cl:1])[C:3]=1[NH:20][C:21]([C:23]1[C:24]([F:41])=[C:25]([NH:29][C:30](=[O:40])[C:31]2[C:36]([F:37])=[CH:35][C:34]([F:38])=[CH:33][C:32]=2[F:39])[CH:26]=[CH:27][CH:28]=1)=[O:22], predict the reactants needed to synthesize it. The reactants are: [Cl:1][C:2]1[CH:7]=[C:6]([C:8]([OH:18])(C2C=CSC=2)[C:9]([F:12])([F:11])[F:10])[CH:5]=[C:4]([Cl:19])[C:3]=1[NH:20][C:21]([C:23]1[C:24]([F:41])=[C:25]([NH:29][C:30](=[O:40])[C:31]2[C:36]([F:37])=[CH:35][C:34]([F:38])=[CH:33][C:32]=2[F:39])[CH:26]=[CH:27][CH:28]=1)=[O:22].[S:42]1[CH:46]=[CH:45][C:44]([Mg]I)=[CH:43]1. (2) Given the product [CH3:4][C:5]1[CH:10]=[CH:9][CH:8]=[C:7]([CH3:11])[C:6]=1[O:12][C:13]1[N:14]=[CH:15][C:16]([NH2:19])=[CH:17][CH:18]=1, predict the reactants needed to synthesize it. The reactants are: O.NN.[CH3:4][C:5]1[CH:10]=[CH:9][CH:8]=[C:7]([CH3:11])[C:6]=1[O:12][C:13]1[CH:18]=[CH:17][C:16]([N+:19]([O-])=O)=[CH:15][N:14]=1. (3) Given the product [ClH:27].[CH3:1][O:2][C:3]1[C:4]([CH3:13])=[C:5]([CH:8]=[CH:9][C:10]=1[O:11][CH3:12])[CH2:6][NH2:26], predict the reactants needed to synthesize it. The reactants are: [CH3:1][O:2][C:3]1[CH:4]=[C:5]([CH:8]=[CH:9][C:10]=1[O:11][CH3:12])[CH:6]=O.[CH3:13][Si]([N-][Si](C)(C)C)(C)C.[Li+].C[Mg]Br.[NH4+:26].[Cl-:27]. (4) Given the product [NH2:18][C:10]1[O:11][C:12]([CH3:16])([CH3:17])[C:13]([F:14])([F:15])[C@:8]([C:6]2[CH:7]=[C:2]([NH:1][C:29]([C:26]3[CH:25]=[CH:24][C:23]([C:22]([F:33])([F:21])[F:32])=[CH:28][N:27]=3)=[O:30])[CH:3]=[CH:4][C:5]=2[F:20])([CH3:19])[N:9]=1, predict the reactants needed to synthesize it. The reactants are: [NH2:1][C:2]1[CH:3]=[CH:4][C:5]([F:20])=[C:6]([C@:8]2([CH3:19])[C:13]([F:15])([F:14])[C:12]([CH3:17])([CH3:16])[O:11][C:10]([NH2:18])=[N:9]2)[CH:7]=1.[F:21][C:22]([F:33])([F:32])[C:23]1[CH:24]=[CH:25][C:26]([C:29](O)=[O:30])=[N:27][CH:28]=1. (5) Given the product [C:28]1([C:16]2[CH:15]=[CH:14][C:13]([O:12][CH2:11][C:8]3[S:9][CH:10]=[C:6]([C:4]([OH:3])=[O:5])[N:7]=3)=[CH:18][CH:17]=2)[C:29]2[C:24](=[CH:23][CH:22]=[CH:21][CH:20]=2)[CH:25]=[CH:26][CH:27]=1, predict the reactants needed to synthesize it. The reactants are: C([O:3][C:4]([C:6]1[N:7]=[C:8]([CH2:11][O:12][C:13]2[CH:18]=[CH:17][C:16](I)=[CH:15][CH:14]=2)[S:9][CH:10]=1)=[O:5])C.[C:20]1(B(O)O)[C:29]2[C:24](=[CH:25][CH:26]=[CH:27][CH:28]=2)[CH:23]=[CH:22][CH:21]=1. (6) Given the product [CH:42]1([C:39]2[CH:40]=[CH:41][C:36]([CH2:35][N:16]([C:17]3[CH:31]=[CH:30][C:20]([CH2:21][P:22](=[O:29])([O:23][CH2:24][CH3:25])[O:26][CH2:27][CH3:28])=[CH:19][CH:18]=3)[C:14](=[O:15])[C:13]3[CH:32]=[CH:33][C:10]([O:3][C:4]4[CH:5]=[CH:6][CH:7]=[CH:8][CH:9]=4)=[CH:11][CH:12]=3)=[CH:37][CH:38]=2)[CH2:43][CH2:44][CH2:45][CH2:46][CH2:47]1, predict the reactants needed to synthesize it. The reactants are: [H-].[Na+].[O:3]([C:10]1[CH:33]=[CH:32][C:13]([C:14]([NH:16][C:17]2[CH:31]=[CH:30][C:20]([CH2:21][P:22](=[O:29])([O:26][CH2:27][CH3:28])[O:23][CH2:24][CH3:25])=[CH:19][CH:18]=2)=[O:15])=[CH:12][CH:11]=1)[C:4]1[CH:9]=[CH:8][CH:7]=[CH:6][CH:5]=1.Br[CH2:35][C:36]1[CH:41]=[CH:40][C:39]([CH:42]2[CH2:47][CH2:46][CH2:45][CH2:44][CH2:43]2)=[CH:38][CH:37]=1.